This data is from HIV replication inhibition screening data with 41,000+ compounds from the AIDS Antiviral Screen. The task is: Binary Classification. Given a drug SMILES string, predict its activity (active/inactive) in a high-throughput screening assay against a specified biological target. (1) The drug is OC1(c2ccccc2)Oc2ccccc2C(c2ccccc2)C1c1ccccc1. The result is 0 (inactive). (2) The compound is CC(C)[Si](OC12CCC(CC1O)CC2C(=O)O)(C(C)C)C(C)C. The result is 0 (inactive).